Dataset: Forward reaction prediction with 1.9M reactions from USPTO patents (1976-2016). Task: Predict the product of the given reaction. (1) Given the reactants [NH2:1][C:2]1[C:11]2[N:12]=[C:13]([CH2:19][O:20][N:21]=[C:22]([CH3:24])[CH3:23])[N:14]([CH2:15][CH:16]([CH3:18])[CH3:17])[C:10]=2[C:9]2[N:8]=[CH:7][C:6](Br)=[CH:5][C:4]=2[N:3]=1.[C:26]1(B(O)O)[CH:31]=[CH:30][CH:29]=[CH:28][CH:27]=1.C(=O)([O-])[O-].[Na+].[Na+], predict the reaction product. The product is: [NH2:1][C:2]1[C:11]2[N:12]=[C:13]([CH2:19][O:20][N:21]=[C:22]([CH3:24])[CH3:23])[N:14]([CH2:15][CH:16]([CH3:18])[CH3:17])[C:10]=2[C:9]2[N:8]=[CH:7][C:6]([C:26]3[CH:31]=[CH:30][CH:29]=[CH:28][CH:27]=3)=[CH:5][C:4]=2[N:3]=1. (2) Given the reactants [CH3:1][O:2][C:3]([C:5]1[CH:6]=[C:7]2[C:12](=[C:13]([CH3:15])[CH:14]=1)[NH:11][CH:10]([C:16]1[CH:21]=[CH:20][CH:19]=[C:18](Br)[CH:17]=1)[CH2:9][C:8]2([CH3:24])[CH3:23])=[O:4].[NH:25]1[CH2:30][CH2:29][O:28][CH2:27][CH2:26]1.Cl.CN(C)CC(O)=O.C(=O)([O-])[O-].[K+].[K+], predict the reaction product. The product is: [CH3:1][O:2][C:3]([C:5]1[CH:6]=[C:7]2[C:12](=[C:13]([CH3:15])[CH:14]=1)[NH:11][CH:10]([C:16]1[CH:21]=[CH:20][CH:19]=[C:18]([N:25]3[CH2:30][CH2:29][O:28][CH2:27][CH2:26]3)[CH:17]=1)[CH2:9][C:8]2([CH3:24])[CH3:23])=[O:4]. (3) Given the reactants [CH2:1]([O:3][C:4]([C:6]1[C:11](Br)=[C:10]([NH2:13])[N:9]=[C:8]([CH:14]2[CH2:16][CH2:15]2)[N:7]=1)=[O:5])[CH3:2].[CH3:17][Sn](C)(C)C, predict the reaction product. The product is: [CH2:1]([O:3][C:4]([C:6]1[C:11]([CH3:17])=[C:10]([NH2:13])[N:9]=[C:8]([CH:14]2[CH2:16][CH2:15]2)[N:7]=1)=[O:5])[CH3:2]. (4) Given the reactants [F:1][C:2]1[C:3]([O:24][C@H:25]2[C@H:29]([OH:30])[CH2:28][O:27][CH2:26]2)=[C:4]([CH:18]=[C:19]([N+:21]([O-:23])=[O:22])[CH:20]=1)[CH2:5][N:6]([CH3:17])[C:7](=[O:16])[O:8][CH2:9][C:10]1[CH:15]=[CH:14][CH:13]=[CH:12][CH:11]=1.[N+:31]([C:34]1[CH:42]=[CH:41][C:37]([C:38](O)=[O:39])=[CH:36][CH:35]=1)([O-:33])=[O:32].C1C=CC(P(C2C=CC=CC=2)C2C=CC=CC=2)=CC=1.CC(OC(/N=N/C(OC(C)C)=O)=O)C, predict the reaction product. The product is: [N+:31]([C:34]1[CH:35]=[CH:36][C:37]([C:38]([O:30][C@@H:29]2[C@H:25]([O:24][C:3]3[C:2]([F:1])=[CH:20][C:19]([N+:21]([O-:23])=[O:22])=[CH:18][C:4]=3[CH2:5][N:6]([C:7]([O:8][CH2:9][C:10]3[CH:15]=[CH:14][CH:13]=[CH:12][CH:11]=3)=[O:16])[CH3:17])[CH2:26][O:27][CH2:28]2)=[O:39])=[CH:41][CH:42]=1)([O-:33])=[O:32]. (5) Given the reactants FC(F)(F)C1C=C(NC(=O)NC2C=CC(C3SC(CCC(OC)=O)=NC=3)=CC=2)C=CC=1.[NH2:32][C:33]1[CH:38]=[CH:37][C:36]([C:39]2[S:43][C:42]([CH:44]3[CH2:49][CH2:48][CH:47]([C:50]([O:52][CH3:53])=[O:51])[CH2:46][CH2:45]3)=[N:41][CH:40]=2)=[CH:35][CH:34]=1.[N:54]([C:57]1[CH:62]=[CH:61][CH:60]=[CH:59][C:58]=1[C:63]([F:66])([F:65])[F:64])=[C:55]=[O:56], predict the reaction product. The product is: [F:64][C:63]([F:65])([F:66])[C:58]1[CH:59]=[CH:60][CH:61]=[CH:62][C:57]=1[NH:54][C:55](=[O:56])[NH:32][C:33]1[CH:34]=[CH:35][C:36]([C:39]2[S:43][C:42]([CH:44]3[CH2:45][CH2:46][CH:47]([C:50]([O:52][CH3:53])=[O:51])[CH2:48][CH2:49]3)=[N:41][CH:40]=2)=[CH:37][CH:38]=1.